This data is from Full USPTO retrosynthesis dataset with 1.9M reactions from patents (1976-2016). The task is: Predict the reactants needed to synthesize the given product. (1) Given the product [Br:9][C:10]1[C:11]([Cl:17])=[C:12]([Cl:1])[C:13]([NH2:16])=[N:14][CH:15]=1, predict the reactants needed to synthesize it. The reactants are: [Cl:1]N1C(=O)CCC1=O.[Br:9][C:10]1[C:11]([Cl:17])=[CH:12][C:13]([NH2:16])=[N:14][CH:15]=1. (2) Given the product [CH3:28][C:24]1[C:25]([CH3:27])=[CH:26][C:12]2[N:11]([CH2:10][CH2:9][NH:8][C:29](=[O:35])[CH2:30][CH2:31][C:32]([OH:34])=[O:33])[C:20]3[C:15]([C:16](=[O:22])[NH:17][C:18](=[O:21])[N:19]=3)=[N:14][C:13]=2[CH:23]=1, predict the reactants needed to synthesize it. The reactants are: FC(F)(F)C(O)=O.[NH2:8][CH2:9][CH2:10][N:11]1[C:20]2[C:15]([C:16](=[O:22])[NH:17][C:18](=[O:21])[N:19]=2)=[N:14][C:13]2[CH:23]=[C:24]([CH3:28])[C:25]([CH3:27])=[CH:26][C:12]1=2.[C:29]1(=[O:35])[O:34][C:32](=[O:33])[CH2:31][CH2:30]1. (3) Given the product [CH3:1][O:2][C:3]([C:5]1[C:6](=[O:16])[O:7][C:8]2[CH:9]=[C:10]([O:15][CH2:14][C:13]3[CH:8]=[CH:9][CH:10]=[CH:11][CH:12]=3)[CH:11]=[CH:12][C:13]=2[CH:14]=1)=[O:4], predict the reactants needed to synthesize it. The reactants are: [CH3:1][O:2][C:3]([C:5]1[C:6](=[O:16])[O:7][C:8]2[C:13]([CH:14]=1)=[CH:12][CH:11]=[C:10]([OH:15])[CH:9]=2)=[O:4].C(=O)([O-])[O-].[K+].[K+].